Task: Binary Classification. Given a T-cell receptor sequence (or CDR3 region) and an epitope sequence, predict whether binding occurs between them.. Dataset: TCR-epitope binding with 47,182 pairs between 192 epitopes and 23,139 TCRs (1) The epitope is ILGLPTQTV. The TCR CDR3 sequence is CASSTPSFGEQYF. Result: 1 (the TCR binds to the epitope). (2) The epitope is DPFRLLQNSQVFS. The TCR CDR3 sequence is CASSGPANTGELFF. Result: 0 (the TCR does not bind to the epitope). (3) The epitope is FSKQLQQSM. The TCR CDR3 sequence is CASSQSPRNEQFF. Result: 0 (the TCR does not bind to the epitope). (4) The epitope is YLDAYNMMI. The TCR CDR3 sequence is CASSFVPVSETQYF. Result: 1 (the TCR binds to the epitope). (5) The epitope is FVDGVPFVV. The TCR CDR3 sequence is CASSLTGGSYTGELFF. Result: 1 (the TCR binds to the epitope). (6) The epitope is TAFTIPSI. The TCR CDR3 sequence is CASSEAGQAYEQYF. Result: 0 (the TCR does not bind to the epitope). (7) The epitope is LLQTGIHVRVSQPSL. The TCR CDR3 sequence is CASRPRGGARPYEQYF. Result: 1 (the TCR binds to the epitope). (8) The TCR CDR3 sequence is CASSEGYTEAFF. Result: 0 (the TCR does not bind to the epitope). The epitope is GTHWFVTQR. (9) The epitope is RLRAEAQVK. The TCR CDR3 sequence is CAWVLGPAGDTQYF. Result: 1 (the TCR binds to the epitope). (10) The epitope is TLVPQEHYV. The TCR CDR3 sequence is CASTSGFPEQYF. Result: 1 (the TCR binds to the epitope).